From a dataset of Catalyst prediction with 721,799 reactions and 888 catalyst types from USPTO. Predict which catalyst facilitates the given reaction. (1) Reactant: [NH2:1][CH2:2][C:3](=[C:10]1[CH2:15][CH2:14][N:13]([C:16]([O:18][C:19]([CH3:22])([CH3:21])[CH3:20])=[O:17])[CH2:12][CH2:11]1)[C:4]1[CH:5]=[N:6][CH:7]=[CH:8][CH:9]=1.N. Product: [NH2:1][CH2:2][CH:3]([CH:10]1[CH2:15][CH2:14][N:13]([C:16]([O:18][C:19]([CH3:22])([CH3:21])[CH3:20])=[O:17])[CH2:12][CH2:11]1)[C:4]1[CH:5]=[N:6][CH:7]=[CH:8][CH:9]=1. The catalyst class is: 19. (2) Reactant: [C:1]([O:5][C:6](=[O:22])[NH:7][C:8]([CH3:21])([CH3:20])[CH2:9][C:10]1[C:18]2[C:13](=[C:14]([OH:19])[CH:15]=[CH:16][CH:17]=2)[NH:12][CH:11]=1)([CH3:4])([CH3:3])[CH3:2].[H-].[Na+].[CH3:25][O:26][C:27](=[O:35])[C:28]1[CH:33]=[CH:32][C:31](Cl)=[N:30][CH:29]=1.O. Product: [CH3:25][O:26][C:27](=[O:35])[C:28]1[CH:33]=[CH:32][C:31]([O:19][C:14]2[CH:15]=[CH:16][CH:17]=[C:18]3[C:13]=2[NH:12][CH:11]=[C:10]3[CH2:9][C:8]([NH:7][C:6]([O:5][C:1]([CH3:4])([CH3:2])[CH3:3])=[O:22])([CH3:21])[CH3:20])=[N:30][CH:29]=1. The catalyst class is: 9.